This data is from Forward reaction prediction with 1.9M reactions from USPTO patents (1976-2016). The task is: Predict the product of the given reaction. (1) The product is: [CH2:1]([N:3]([CH2:4][CH2:5][OH:6])[C:7](=[O:8])[O:9][C:10]([CH3:13])([CH3:12])[CH3:11])[CH3:2]. Given the reactants [CH2:1]([NH:3][CH2:4][CH2:5][OH:6])[CH3:2].[C:7](O[C:7]([O:9][C:10]([CH3:13])([CH3:12])[CH3:11])=[O:8])([O:9][C:10]([CH3:13])([CH3:12])[CH3:11])=[O:8], predict the reaction product. (2) Given the reactants [Cl:1][C:2]1[C:3]([C:22]2[S:26][C:25]([C:27]3([OH:32])[CH2:31][CH2:30][NH:29][CH2:28]3)=[N:24][CH:23]=2)=[C:4]2[CH:10]=[C:9]([I:11])[N:8]([S:12]([C:15]3[CH:21]=[CH:20][C:18]([CH3:19])=[CH:17][CH:16]=3)(=[O:14])=[O:13])[C:5]2=[N:6][CH:7]=1.C=O.[C:35](O)(=O)C.C(O[BH-](OC(=O)C)OC(=O)C)(=O)C.[Na+], predict the reaction product. The product is: [Cl:1][C:2]1[C:3]([C:22]2[S:26][C:25]([C:27]3([OH:32])[CH2:31][CH2:30][N:29]([CH3:35])[CH2:28]3)=[N:24][CH:23]=2)=[C:4]2[CH:10]=[C:9]([I:11])[N:8]([S:12]([C:15]3[CH:21]=[CH:20][C:18]([CH3:19])=[CH:17][CH:16]=3)(=[O:14])=[O:13])[C:5]2=[N:6][CH:7]=1. (3) The product is: [CH2:1]([O:8][C:9]1[CH:16]=[C:15]([O:17][CH3:18])[CH:14]=[CH:13][C:10]=1/[CH:11]=[CH:27]/[C:28]([O:30][CH2:31][CH3:32])=[O:29])[C:2]1[CH:7]=[CH:6][CH:5]=[CH:4][CH:3]=1. Given the reactants [CH2:1]([O:8][C:9]1[CH:16]=[C:15]([O:17][CH3:18])[CH:14]=[CH:13][C:10]=1[CH:11]=O)[C:2]1[CH:7]=[CH:6][CH:5]=[CH:4][CH:3]=1.C(OP([CH2:27][C:28]([O:30][CH2:31][CH3:32])=[O:29])(OCC)=O)C.CN(C)C=O.[H-].[Na+], predict the reaction product. (4) Given the reactants FC(F)(F)C1C=C(NC(=O)NC2C=CC(C3SC(CCC(OC)=O)=NC=3)=CC=2)C=CC=1.[NH2:32][C:33]1[CH:38]=[CH:37][C:36]([C:39]2[S:43][C:42]([CH:44]3[CH2:49][CH2:48][CH:47]([C:50]([O:52][CH3:53])=[O:51])[CH2:46][CH2:45]3)=[N:41][CH:40]=2)=[CH:35][CH:34]=1.[Cl:54][C:55]1[CH:60]=[CH:59][C:58]([N:61]=[C:62]=[O:63])=[C:57]([F:64])[CH:56]=1, predict the reaction product. The product is: [Cl:54][C:55]1[CH:60]=[CH:59][C:58]([NH:61][C:62](=[O:63])[NH:32][C:33]2[CH:34]=[CH:35][C:36]([C:39]3[S:43][C:42]([CH:44]4[CH2:45][CH2:46][CH:47]([C:50]([O:52][CH3:53])=[O:51])[CH2:48][CH2:49]4)=[N:41][CH:40]=3)=[CH:37][CH:38]=2)=[C:57]([F:64])[CH:56]=1. (5) Given the reactants [F:1][C:2]1[C:7](B(O)O)=[CH:6][CH:5]=[CH:4][N:3]=1.C(=O)([O-])[O-].[Na+].[Na+].C(OC([N:24]([C:32]1[S:41][CH2:40][C@H:39]2[C@:34]([C:46]3[CH:51]=[C:50](Br)[CH:49]=[CH:48][C:47]=3[F:53])([CH2:35][O:36][C@@H:37]([C:42]([F:45])([F:44])[F:43])[CH2:38]2)[N:33]=1)C(OC(C)(C)C)=O)=O)(C)(C)C, predict the reaction product. The product is: [F:53][C:47]1[CH:48]=[CH:49][C:50]([C:7]2[C:2]([F:1])=[N:3][CH:4]=[CH:5][CH:6]=2)=[CH:51][C:46]=1[C@@:34]12[N:33]=[C:32]([NH2:24])[S:41][CH2:40][C@@H:39]1[CH2:38][C@H:37]([C:42]([F:45])([F:43])[F:44])[O:36][CH2:35]2. (6) Given the reactants [C:1]([O:5][C:6]([NH:8][C:9]1[S:13][C:12](/[CH:14]=[CH:15]/[C:16]([O:18][CH2:19][CH3:20])=[O:17])=[C:11]([C:21]2[CH:26]=[CH:25][CH:24]=[CH:23][CH:22]=2)[CH:10]=1)=[O:7])([CH3:4])([CH3:3])[CH3:2].C(O)C, predict the reaction product. The product is: [C:1]([O:5][C:6]([NH:8][C:9]1[S:13][C:12]([CH2:14][CH2:15][C:16]([O:18][CH2:19][CH3:20])=[O:17])=[C:11]([C:21]2[CH:22]=[CH:23][CH:24]=[CH:25][CH:26]=2)[CH:10]=1)=[O:7])([CH3:2])([CH3:3])[CH3:4]. (7) Given the reactants [CH3:1][C:2]1[CH:9]=[CH:8][CH:7]=[C:6]([CH3:10])[C:3]=1[CH2:4][OH:5].N(C(OC(C)C)=O)=NC(OC(C)C)=O.O[C:26]1[CH:27]=[C:28]([CH2:34][C:35]([O:37][CH2:38][CH3:39])=[O:36])[CH:29]=[CH:30][C:31]=1[O:32][CH3:33].C1(P(C2C=CC=CC=2)C2C=CC=CC=2)C=CC=CC=1, predict the reaction product. The product is: [CH3:1][C:2]1[CH:9]=[CH:8][CH:7]=[C:6]([CH3:10])[C:3]=1[CH2:4][O:5][C:30]1[CH:29]=[C:28]([CH2:34][C:35]([O:37][CH2:38][CH3:39])=[O:36])[CH:27]=[CH:26][C:31]=1[O:32][CH3:33]. (8) Given the reactants [OH:1][C:2]1[CH:11]=[CH:10][C:5]([C:6]([O:8][CH3:9])=[O:7])=[CH:4][CH:3]=1.C(=O)([O-])[O-].[K+].[K+].Cl.Cl[CH2:20][CH2:21][NH:22][CH2:23][CH3:24].[I-].[K+].[CH3:27][C:28](C)=O, predict the reaction product. The product is: [CH2:21]([N:22]([CH2:27][CH3:28])[CH2:23][CH2:24][O:1][C:2]1[CH:3]=[CH:4][C:5]([C:6]([O:8][CH3:9])=[O:7])=[CH:10][CH:11]=1)[CH3:20]. (9) Given the reactants [OH:1][N:2]1[C:10]2[C:5](=[N:6][CH:7]=[C:8]([C:11]3[CH:12]=[N:13][N:14]([CH:16]4[CH2:21][CH2:20][N:19](C(OC(C)(C)C)=O)[CH2:18][CH2:17]4)[CH:15]=3)[CH:9]=2)[CH:4]=[CH:3]1.Br[CH2:30][C:31]1[CH:36]=[C:35]([F:37])[CH:34]=[CH:33][C:32]=1[C:38]([F:41])([F:40])[F:39], predict the reaction product. The product is: [F:37][C:35]1[CH:34]=[CH:33][C:32]([C:38]([F:39])([F:40])[F:41])=[C:31]([CH:36]=1)[CH2:30][O:1][N:2]1[C:10]2[C:5](=[N:6][CH:7]=[C:8]([C:11]3[CH:12]=[N:13][N:14]([CH:16]4[CH2:21][CH2:20][NH:19][CH2:18][CH2:17]4)[CH:15]=3)[CH:9]=2)[CH:4]=[CH:3]1. (10) Given the reactants [C:1]([O:5][C:6](=[O:19])[NH:7][C:8]1[CH:13]=[CH:12][C:11]([C:14]#[CH:15])=[CH:10][C:9]=1[N+:16]([O-:18])=[O:17])([CH3:4])([CH3:3])[CH3:2].Br[C:21]1[CH:26]=[CH:25][CH:24]=[CH:23][N:22]=1, predict the reaction product. The product is: [C:1]([O:5][C:6](=[O:19])[NH:7][C:8]1[CH:13]=[CH:12][C:11]([C:14]#[C:15][C:21]2[CH:26]=[CH:25][CH:24]=[CH:23][N:22]=2)=[CH:10][C:9]=1[N+:16]([O-:18])=[O:17])([CH3:4])([CH3:2])[CH3:3].